This data is from Forward reaction prediction with 1.9M reactions from USPTO patents (1976-2016). The task is: Predict the product of the given reaction. (1) Given the reactants Cl[C:2]1[CH:9]=[CH:8][C:5]([C:6]#[N:7])=[CH:4][N:3]=1.C(N(CC)CC)C.[NH:17]1[CH2:22][CH2:21][CH2:20][C@@H:19]([NH:23][C:24]2[CH:29]=[CH:28][N:27]=[C:26]([C:30]3[CH:31]=[N:32][N:33]4[CH:38]=[CH:37][C:36]([C:39]#[N:40])=[CH:35][C:34]=34)[N:25]=2)[CH2:18]1.C(=O)([O-])O.[Na+], predict the reaction product. The product is: [C:6]([C:5]1[CH:8]=[CH:9][C:2]([N:17]2[CH2:22][CH2:21][CH2:20][C@@H:19]([NH:23][C:24]3[CH:29]=[CH:28][N:27]=[C:26]([C:30]4[CH:31]=[N:32][N:33]5[CH:38]=[CH:37][C:36]([C:39]#[N:40])=[CH:35][C:34]=45)[N:25]=3)[CH2:18]2)=[N:3][CH:4]=1)#[N:7]. (2) The product is: [Br:1][C:2]1[CH:3]=[C:4]([CH2:8][O:9][C:27]2[C:22]([NH:21][S:18]([C:12]3[CH:13]=[CH:14][CH:15]=[C:16]([Cl:17])[C:11]=3[Cl:10])(=[O:20])=[O:19])=[N:23][CH:24]=[C:25]([Cl:29])[N:26]=2)[CH:5]=[N:6][CH:7]=1. Given the reactants [Br:1][C:2]1[CH:3]=[C:4]([CH2:8][OH:9])[CH:5]=[N:6][CH:7]=1.[Cl:10][C:11]1[C:16]([Cl:17])=[CH:15][CH:14]=[CH:13][C:12]=1[S:18]([NH:21][C:22]1[C:27](Cl)=[N:26][C:25]([Cl:29])=[CH:24][N:23]=1)(=[O:20])=[O:19], predict the reaction product. (3) The product is: [Cl:2][C:3]1[C:4]([F:19])=[CH:5][C:6]2[NH:10][C:9](=[O:11])[N:8]([CH:12]3[CH2:13][CH2:14][N:15]([CH:23]4[CH2:24][CH2:25][O:20][CH2:21][CH2:22]4)[CH2:16][CH2:17]3)[C:7]=2[CH:18]=1. Given the reactants Cl.[Cl:2][C:3]1[C:4]([F:19])=[CH:5][C:6]2[NH:10][C:9](=[O:11])[N:8]([CH:12]3[CH2:17][CH2:16][NH:15][CH2:14][CH2:13]3)[C:7]=2[CH:18]=1.[O:20]1[CH2:25][CH2:24][C:23](=O)[CH2:22][CH2:21]1.[BH3-]C#N.[Na+], predict the reaction product. (4) The product is: [Br:19][C:20]1[CH:24]=[C:23]([CH:30]=[O:29])[S:22][C:21]=1[C:25]([F:28])([F:27])[F:26]. Given the reactants C(NC(C)C)(C)C.C([Li])CCC.CCCCCC.[Br:19][C:20]1[CH:24]=[CH:23][S:22][C:21]=1[C:25]([F:28])([F:27])[F:26].[O:29]1CCC[CH2:30]1, predict the reaction product. (5) Given the reactants [Si:1](Cl)([C:4]([CH3:7])([CH3:6])[CH3:5])([CH3:3])[CH3:2].N1C=CN=C1.[O:14]=[C:15]1[NH:19][N:18]=[C:17]([C:20]([O:22][CH2:23][CH3:24])=[O:21])[CH2:16]1, predict the reaction product. The product is: [Si:1]([O:14][C:15]1[NH:19][N:18]=[C:17]([C:20]([O:22][CH2:23][CH3:24])=[O:21])[CH:16]=1)([C:4]([CH3:7])([CH3:6])[CH3:5])([CH3:3])[CH3:2]. (6) Given the reactants [O:1]=[C:2]([N:8]1[CH2:13][CH2:12][CH:11]([C:14]2[CH:19]=[CH:18][CH:17]=[CH:16][C:15]=2[C:20]([F:23])([F:22])[F:21])[CH2:10][CH2:9]1)[CH2:3][C:4]([O:6]C)=[O:5].[OH-].[Na+].Cl, predict the reaction product. The product is: [O:1]=[C:2]([N:8]1[CH2:13][CH2:12][CH:11]([C:14]2[CH:19]=[CH:18][CH:17]=[CH:16][C:15]=2[C:20]([F:23])([F:21])[F:22])[CH2:10][CH2:9]1)[CH2:3][C:4]([OH:6])=[O:5]. (7) Given the reactants [CH3:1][C:2]1[CH:10]=[C:9]([CH3:11])[C:8]2[N:7]([S:12]([C:15]3[CH:21]=[CH:20][C:18]([CH3:19])=[CH:17][CH:16]=3)(=[O:14])=[O:13])[CH:6]=[CH:5][C:4]=2[C:3]=1[CH:22]=O.[C:24](Br)(Br)([Br:26])[Br:25].C1C=CC(P(C2C=CC=CC=2)C2C=CC=CC=2)=CC=1, predict the reaction product. The product is: [Br:25][C:24]([Br:26])=[CH:22][C:3]1[C:2]([CH3:1])=[CH:10][C:9]([CH3:11])=[C:8]2[C:4]=1[CH:5]=[CH:6][N:7]2[S:12]([C:15]1[CH:21]=[CH:20][C:18]([CH3:19])=[CH:17][CH:16]=1)(=[O:14])=[O:13].